This data is from Forward reaction prediction with 1.9M reactions from USPTO patents (1976-2016). The task is: Predict the product of the given reaction. (1) Given the reactants C[NH:2][C:3]([CH3:9])=[CH:4][C:5]([O:7][CH3:8])=[O:6].N1[CH:15]=[CH:14][CH:13]=[CH:12][CH:11]=1.[C:16]1([CH3:23])C=CC=C(Cl)[CH:17]=1.[O:24]1CCCC1, predict the reaction product. The product is: [CH3:9][C:3]1[C:4]([C:5]([O:7][CH3:8])=[O:6])=[C:11]([C:12]2[CH:23]=[CH:16][CH:17]=[C:14]([CH3:15])[CH:13]=2)[O:24][N:2]=1. (2) Given the reactants [CH2:1]([O:3][C:4]([CH:6]1[CH2:11][CH2:10][CH2:9][NH:8][CH2:7]1)=[O:5])[CH3:2].[Cl:12][C:13]1[CH:18]=[CH:17][C:16]([C:19]2([C:22](O)=[O:23])[CH2:21][CH2:20]2)=[CH:15][CH:14]=1.C(N(C(C)C)CC)(C)C.C1CN([P+](Br)(N2CCCC2)N2CCCC2)CC1.F[P-](F)(F)(F)(F)F, predict the reaction product. The product is: [CH2:1]([O:3][C:4]([CH:6]1[CH2:11][CH2:10][CH2:9][N:8]([C:22]([C:19]2([C:16]3[CH:15]=[CH:14][C:13]([Cl:12])=[CH:18][CH:17]=3)[CH2:21][CH2:20]2)=[O:23])[CH2:7]1)=[O:5])[CH3:2]. (3) Given the reactants [NH2:1][C:2]1[C:10]([Cl:11])=[C:9]([CH:12]=[O:13])[C:8]([C:14]([F:17])([F:16])[F:15])=[CH:7][C:3]=1[C:4]([OH:6])=O.C1C=CC2N(O)N=NC=2C=1.Cl.[Cl:29][C:30]1[CH:31]=[CH:32][C:33]([S:38]([CH2:41][CH3:42])(=[O:40])=[O:39])=[C:34]([CH2:36][NH2:37])[CH:35]=1.CCN(C(C)C)C(C)C.Cl.[OH-].[Na+], predict the reaction product. The product is: [NH2:1][C:2]1[C:10]([Cl:11])=[C:9]([CH:12]=[O:13])[C:8]([C:14]([F:17])([F:16])[F:15])=[CH:7][C:3]=1[C:4]([NH:37][CH2:36][C:34]1[CH:35]=[C:30]([Cl:29])[CH:31]=[CH:32][C:33]=1[S:38]([CH2:41][CH3:42])(=[O:40])=[O:39])=[O:6]. (4) Given the reactants C1(P(C2C=CC=CC=2)C2C=CC=CC=2)C=CC=CC=1.BrN1C(=O)CCC1=O.[Cl:28][C:29]1[CH:30]=[C:31]([C@@H:39]([CH2:49][CH:50]2[CH2:54][CH2:53][CH2:52][CH2:51]2)[C:40]([NH:42][C:43]2[CH:47]=[CH:46][N:45]([CH3:48])[N:44]=2)=[O:41])[CH:32]=[CH:33][C:34]=1[S:35]([CH3:38])(=[O:37])=[O:36].[CH3:55][O:56][C:57](=[O:71])[C:58]1[CH:63]=[CH:62][C:61](CN2C=CC(N)=N2)=[CH:60][CH:59]=1.N1C(C)=CC=CC=1C, predict the reaction product. The product is: [CH3:55][O:56][C:57](=[O:71])[C:58]1[CH:63]=[CH:62][C:61]([CH2:48][N:45]2[CH:46]=[CH:47][C:43]([NH:42][C:40](=[O:41])[C@@H:39]([C:31]3[CH:32]=[CH:33][C:34]([S:35]([CH3:38])(=[O:37])=[O:36])=[C:29]([Cl:28])[CH:30]=3)[CH2:49][CH:50]3[CH2:51][CH2:52][CH2:53][CH2:54]3)=[N:44]2)=[CH:60][CH:59]=1.